Dataset: Cav3 T-type calcium channel HTS with 100,875 compounds. Task: Binary Classification. Given a drug SMILES string, predict its activity (active/inactive) in a high-throughput screening assay against a specified biological target. (1) The drug is o1c(N2CCC(CC2)Cc2ccccc2)c(nc1c1occc1)C#N. The result is 0 (inactive). (2) The compound is Fc1cc(CN(Cc2ccccc2)CCO)ccc1F. The result is 0 (inactive). (3) The compound is Clc1c(NCc2n(c(SCC(OC3CCCCC3)=O)nn2)CC)cccc1. The result is 1 (active).